This data is from Forward reaction prediction with 1.9M reactions from USPTO patents (1976-2016). The task is: Predict the product of the given reaction. (1) Given the reactants [Cl:1][C:2]1[N:10]=[C:9]2[C:5]([N:6]=[C:7]([CH:17](O)[CH3:18])[N:8]2[CH:11]2[CH2:16][CH2:15][CH2:14][CH2:13][O:12]2)=[C:4]([N:20]2[CH2:25][CH2:24][O:23][CH2:22][CH2:21]2)[N:3]=1.CN(C=O)C.C1(P([N:45]=[N+:46]=[N-:47])(C2C=CC=CC=2)=O)C=CC=CC=1.N12CCCN=C1CCCCC2, predict the reaction product. The product is: [N:45]([CH:17]([C:7]1[N:8]([CH:11]2[CH2:16][CH2:15][CH2:14][CH2:13][O:12]2)[C:9]2[C:5]([N:6]=1)=[C:4]([N:20]1[CH2:25][CH2:24][O:23][CH2:22][CH2:21]1)[N:3]=[C:2]([Cl:1])[N:10]=2)[CH3:18])=[N+:46]=[N-:47]. (2) Given the reactants [F:1][C:2]1[CH:3]=[C:4]2[C:8](=[CH:9][CH:10]=1)[NH:7][C:6]1[C:11](=[O:22])[NH:12][CH2:13][CH:14]=[C:15]([CH2:16][C:17]([N:19]=[N+]=[N-])=[O:18])[C:5]2=1.[CH3:23][N:24]([CH3:28])[CH2:25][CH2:26]N, predict the reaction product. The product is: [CH3:23][N:24]([CH3:28])[CH2:25][CH2:26][NH:19][C:17](=[O:18])[CH:16]=[C:15]1[C:5]2[C:4]3[C:8](=[CH:9][CH:10]=[C:2]([F:1])[CH:3]=3)[NH:7][C:6]=2[C:11](=[O:22])[NH:12][CH2:13][CH2:14]1. (3) Given the reactants [F:1][C:2]1([F:28])[CH2:27][C:6]2[S:7][C:8]([NH:16]C(C3CCCC=3C(O)=O)=O)=[C:9]([C:10]3[O:14][N:13]=[C:12]([CH3:15])[N:11]=3)[C:5]=2[CH2:4][CH2:3]1.[CH:29]12[CH2:36][CH2:35][CH:32]([CH2:33][CH2:34]1)[C:31]1[C:37]([O:39][C:40](=[O:41])[C:30]2=1)=[O:38], predict the reaction product. The product is: [F:28][C:2]1([F:1])[CH2:27][C:6]2[S:7][C:8]([NH:16][C:40]([C:30]3[CH:29]4[CH2:36][CH2:35][CH:32]([CH2:33][CH2:34]4)[C:31]=3[C:37]([OH:39])=[O:38])=[O:41])=[C:9]([C:10]3[O:14][N:13]=[C:12]([CH3:15])[N:11]=3)[C:5]=2[CH2:4][CH2:3]1. (4) Given the reactants [C:1]([O:5][C:6]([C@@H:8]1[CH2:12][CH2:11][CH2:10][NH:9]1)=[O:7])([CH3:4])([CH3:3])[CH3:2].Br[CH2:14][CH2:15][CH2:16][OH:17].C([O-])([O-])=O.[K+].[K+], predict the reaction product. The product is: [C:1]([O:5][C:6]([C@@H:8]1[CH2:12][CH2:11][CH2:10][N:9]1[CH2:14][CH2:15][CH2:16][OH:17])=[O:7])([CH3:4])([CH3:2])[CH3:3]. (5) Given the reactants [H-].[Na+].[N:3]1[CH:8]=C[CH:6]=[CH:5][C:4]=1[CH2:9][C:10]#[N:11].ClC1N=C(Cl)C(C)=C[N:14]=1.Cl, predict the reaction product. The product is: [N:11]1[CH:10]=[CH:9][C:4]([CH2:5][C:6]#[N:14])=[N:3][CH:8]=1. (6) Given the reactants [CH2:1]1[C:11]2=[C:12]3[C:7](=[CH:8][CH:9]=[CH:10]2)[CH:6]([N:13]2[CH2:18][CH2:17][CH:16]([N:19]4[C:23]5[CH:24]=[CH:25][CH:26]=[CH:27][C:22]=5[N:21]([CH2:28][CH2:29][CH2:30]O)[C:20]4=[O:32])[CH2:15][CH2:14]2)[CH2:5][CH2:4][CH:3]3[CH2:2]1.[S:33]1[CH2:37][C:36](=[O:38])[NH:35][C:34]1=[O:39].C1(P(C2C=CC=CC=2)C2C=CC=CC=2)C=CC=CC=1.N(C(OCC)=O)=NC(OCC)=O, predict the reaction product. The product is: [CH2:1]1[C:11]2=[C:12]3[C:7](=[CH:8][CH:9]=[CH:10]2)[CH:6]([N:13]2[CH2:18][CH2:17][CH:16]([N:19]4[C:23]5[CH:22]=[CH:27][CH:26]=[CH:25][C:24]=5[N:21]([CH2:28][CH2:29][CH2:30][N:35]5[C:36](=[O:38])[CH2:37][S:33][C:34]5=[O:39])[C:20]4=[O:32])[CH2:15][CH2:14]2)[CH2:5][CH2:4][CH:3]3[CH2:2]1.